From a dataset of Full USPTO retrosynthesis dataset with 1.9M reactions from patents (1976-2016). Predict the reactants needed to synthesize the given product. (1) Given the product [OH:10][C:9]1[C:2]([O:1][CH2:18][CH2:19][CH3:20])=[C:3]([CH:6]=[CH:7][CH:8]=1)[CH:4]=[O:5], predict the reactants needed to synthesize it. The reactants are: [OH:1][C:2]1[C:9]([OH:10])=[CH:8][CH:7]=[CH:6][C:3]=1[CH:4]=[O:5].C(=O)([O-])[O-].[K+].[K+].I[CH2:18][CH2:19][CH3:20].O. (2) Given the product [Br:25][C:21]1[N:20]=[C:19]([CH2:18][N:8]2[C:9]3[C:14](=[CH:13][CH:12]=[C:11]([CH3:17])[N:10]=3)[C:15](=[O:16])[C:6]([C:4](=[O:5])[C:32]3[CH:33]=[CH:34][C:29]([O:28][CH3:27])=[C:30]([CH3:37])[CH:31]=3)=[CH:7]2)[CH:24]=[CH:23][CH:22]=1, predict the reactants needed to synthesize it. The reactants are: CON(C)[C:4]([C:6]1[C:15](=[O:16])[C:14]2[C:9](=[N:10][C:11]([CH3:17])=[CH:12][CH:13]=2)[N:8]([CH2:18][C:19]2[CH:24]=[CH:23][CH:22]=[C:21]([Br:25])[N:20]=2)[CH:7]=1)=[O:5].[CH3:27][O:28][C:29]1[CH:34]=[CH:33][C:32]([Mg]Br)=[CH:31][C:30]=1[CH3:37]. (3) The reactants are: [F:1][C:2]1[CH:32]=[CH:31][C:5]([C:6]([C:8]2[CH:30]=[CH:29][C:11]([O:12][CH2:13][C:14]#[C:15][C:16]3[CH:21]=[CH:20][C:19]([CH2:22][C@H:23]([O:27][CH3:28])[C:24]([OH:26])=[O:25])=[CH:18][CH:17]=3)=[CH:10][CH:9]=2)=O)=[CH:4][CH:3]=1.[NH2:33][OH:34]. Given the product [F:1][C:2]1[CH:32]=[CH:31][C:5]([C:6](=[N:33][OH:34])[C:8]2[CH:30]=[CH:29][C:11]([O:12][CH2:13][C:14]#[C:15][C:16]3[CH:21]=[CH:20][C:19]([CH2:22][C@H:23]([O:27][CH3:28])[C:24]([OH:26])=[O:25])=[CH:18][CH:17]=3)=[CH:10][CH:9]=2)=[CH:4][CH:3]=1, predict the reactants needed to synthesize it. (4) Given the product [Cl:22][C:17]1[CH:16]=[C:15]([CH:20]=[CH:19][C:18]=1[Cl:21])[CH2:14][N:7]1[C:8]2=[N:9][CH:10]=[CH:11][CH:12]=[C:13]2[C:5]([CH2:4][C:3]([OH:23])=[O:2])=[CH:6]1, predict the reactants needed to synthesize it. The reactants are: C[O:2][C:3](=[O:23])[CH2:4][C:5]1[C:13]2[C:8](=[N:9][CH:10]=[CH:11][CH:12]=2)[N:7]([CH2:14][C:15]2[CH:20]=[CH:19][C:18]([Cl:21])=[C:17]([Cl:22])[CH:16]=2)[CH:6]=1.[OH-].[Na+]. (5) Given the product [CH3:8][O:7][C:5]([C:4]1[CH:9]=[CH:10][C:11]2[O:12][C:21]([C:18]3[CH:19]=[CH:20][C:15]([O:14][CH3:13])=[CH:16][CH:17]=3)=[CH:22][C:2]=2[CH:3]=1)=[O:6], predict the reactants needed to synthesize it. The reactants are: I[C:2]1[CH:3]=[C:4]([CH:9]=[CH:10][C:11]=1[OH:12])[C:5]([O:7][CH3:8])=[O:6].[CH3:13][O:14][C:15]1[CH:20]=[CH:19][C:18]([C:21]#[CH:22])=[CH:17][CH:16]=1.Cl. (6) Given the product [CH2:31]([C:12]1[NH:13][C:14](=[O:29])[N:15]([C:25]([O:27][CH3:28])=[O:26])[CH:16]([C:17]2[CH:22]=[CH:21][C:20]([F:23])=[C:19]([F:24])[CH:18]=2)[C:11]=1[C:9]([OH:10])=[O:8])[CH3:32], predict the reactants needed to synthesize it. The reactants are: C([O:8][C:9]([C:11]1[CH:16]([C:17]2[CH:22]=[CH:21][C:20]([F:23])=[C:19]([F:24])[CH:18]=2)[N:15]([C:25]([O:27][CH3:28])=[O:26])[C:14]([O:29]C)=[N:13][C:12]=1[CH2:31][CH3:32])=[O:10])C1C=CC=CC=1. (7) Given the product [CH3:30][O:31][CH2:32][N:11]1[C:12]2[C:8](=[CH:7][C:6]([O:18][C:19]([F:22])([F:20])[F:21])=[CH:5][C:4]=2[N+:1]([O-:3])=[O:2])[CH:9]=[C:10]1[C:13]([O:15][CH2:16][CH3:17])=[O:14], predict the reactants needed to synthesize it. The reactants are: [N+:1]([C:4]1[CH:5]=[C:6]([O:18][C:19]([F:22])([F:21])[F:20])[CH:7]=[C:8]2[C:12]=1[NH:11][C:10]([C:13]([O:15][CH2:16][CH3:17])=[O:14])=[CH:9]2)([O-:3])=[O:2].[H-].[Na+].CN(C)C=O.[CH3:30][O:31][CH2:32]Cl. (8) Given the product [NH2:16][C:11]1[CH:12]=[CH:13][CH:14]=[CH:15][C:10]=1[C:4]1[NH:3][C:2]([CH3:1])=[C:6]([C:7]([NH2:9])=[O:8])[CH:5]=1, predict the reactants needed to synthesize it. The reactants are: [CH3:1][C:2]1[NH:3][C:4]([C:10]2[CH:15]=[CH:14][CH:13]=[CH:12][C:11]=2[N+:16]([O-])=O)=[CH:5][C:6]=1[C:7]([NH2:9])=[O:8].[Cl-].[NH4+].C(O)C.O1CCCC1. (9) Given the product [CH3:1][C:2]1[CH:3]=[CH:4][C:5]([S:8]([O:11][CH2:12][C@H:13]2[CH2:22][CH2:21][C:20]3[C:15](=[C:16]([C:24]4[CH:29]=[CH:28][C:27]([Cl:30])=[CH:26][C:25]=4[Cl:31])[C:17]([F:23])=[CH:18][CH:19]=3)[O:14]2)(=[O:10])=[O:9])=[CH:6][CH:7]=1, predict the reactants needed to synthesize it. The reactants are: [CH3:1][C:2]1[CH:7]=[CH:6][C:5]([S:8]([O:11][CH2:12][C@H:13]2[CH:22]=[CH:21][C:20]3[C:15](=[C:16]([C:24]4[CH:29]=[CH:28][C:27]([Cl:30])=[CH:26][C:25]=4[Cl:31])[C:17]([F:23])=[CH:18][CH:19]=3)[O:14]2)(=[O:10])=[O:9])=[CH:4][CH:3]=1. (10) Given the product [Br:13][C:7]1[CH:8]=[CH:9][C:4]([O:3][C:2]([F:11])([F:12])[F:1])=[CH:5][C:6]=1[OH:10], predict the reactants needed to synthesize it. The reactants are: [F:1][C:2]([F:12])([F:11])[O:3][C:4]1[CH:5]=[C:6]([OH:10])[CH:7]=[CH:8][CH:9]=1.[Br:13]Br.